Dataset: Reaction yield outcomes from USPTO patents with 853,638 reactions. Task: Predict the reaction yield, written as a fraction of the theoretical maximum amount of product (1.0 means a 100% yield; for example, 0.34 means a 34% yield). (1) The reactants are [CH3:1][O:2][C:3]1[CH:4]=[C:5]2[C:9](=[CH:10][C:11]=1[O:12][CH3:13])[C:8](=[O:14])[CH2:7][CH2:6]2.[CH2:15]([N:22]1[CH2:27][CH2:26][CH:25]([CH:28]=O)[CH2:24][CH2:23]1)[C:16]1[CH:21]=[CH:20][CH:19]=[CH:18][CH:17]=1.[OH-].[K+]. The catalyst is [Cl-].C([N+](CC)(CC)CC)C1C=CC=CC=1.C1(C)C=CC=CC=1.O. The product is [CH2:15]([N:22]1[CH2:27][CH2:26][CH:25]([CH:28]=[C:7]2[CH2:6][C:5]3[C:9](=[CH:10][C:11]([O:12][CH3:13])=[C:3]([O:2][CH3:1])[CH:4]=3)[C:8]2=[O:14])[CH2:24][CH2:23]1)[C:16]1[CH:21]=[CH:20][CH:19]=[CH:18][CH:17]=1. The yield is 1.00. (2) The reactants are [Cl:1][C:2]1[CH:3]=[CH:4][C:5]2[O:9][C:8]([CH:10]3[CH2:15][CH2:14][NH:13][CH2:12][CH2:11]3)=[N:7][C:6]=2[CH:16]=1.[O:17]1[CH2:19][CH:18]1[CH2:20][N:21]1[C:29]2[CH2:28][CH2:27][N:26]([C:30](=[O:32])[CH3:31])[CH2:25][C:24]=2[C:23]([C:33]2[CH:38]=[CH:37][C:36]([C:39]([F:42])([F:41])[F:40])=[CH:35][CH:34]=2)=[N:22]1. The catalyst is CCO. The product is [Cl:1][C:2]1[CH:3]=[CH:4][C:5]2[O:9][C:8]([CH:10]3[CH2:11][CH2:12][N:13]([CH2:19][CH:18]([OH:17])[CH2:20][N:21]4[C:29]5[CH2:28][CH2:27][N:26]([C:30](=[O:32])[CH3:31])[CH2:25][C:24]=5[C:23]([C:33]5[CH:38]=[CH:37][C:36]([C:39]([F:42])([F:41])[F:40])=[CH:35][CH:34]=5)=[N:22]4)[CH2:14][CH2:15]3)=[N:7][C:6]=2[CH:16]=1. The yield is 0.950.